This data is from Reaction yield outcomes from USPTO patents with 853,638 reactions. The task is: Predict the reaction yield, written as a fraction of the theoretical maximum amount of product (1.0 means a 100% yield; for example, 0.34 means a 34% yield). (1) The product is [CH3:21][C:22]1[O:20][C:3]2[CH:4]=[CH:5][C:6]3[NH:7][C:8]([CH2:14][C:15]([O:17][CH2:18][CH3:19])=[O:16])=[N:9][S:10](=[O:13])(=[O:12])[C:11]=3[C:2]=2[N:1]=1. The catalyst is CN(C)C=O.O.C1(C)C=CC(S(O)(=O)=O)=CC=1. The reactants are [NH2:1][C:2]1[C:11]2[S:10](=[O:13])(=[O:12])[N:9]=[C:8]([CH2:14][C:15]([O:17][CH2:18][CH3:19])=[O:16])[NH:7][C:6]=2[CH:5]=[CH:4][C:3]=1[OH:20].[CH3:21][C:22](C)(C)C([O-])([O-])[O-]. The yield is 0.790. (2) The reactants are C1N=CN(C(N2C=NC=C2)=O)C=1.OC(C(F)(F)F)=O.[CH:20]1([C:26]2[C:27]3[CH:28]=[CH:29][C:30]([C:57](OC(C)(C)C)=[O:58])=[CH:31][C:32]=3[N:33]3[CH2:39][C:38]([C:40]([N:42]4[CH:47]5[CH2:48][CH2:49][CH:43]4[CH2:44][N:45]([CH3:50])[CH2:46]5)=[O:41])=[CH:37][C:36]4[CH:51]=[C:52]([O:55][CH3:56])[CH:53]=[CH:54][C:35]=4[C:34]=23)[CH2:25][CH2:24][CH2:23][CH2:22][CH2:21]1.[CH2:64]([C:66]1([S:69]([NH2:72])(=[O:71])=[O:70])[CH2:68][CH2:67]1)[CH3:65].C1CCN2C(=NCCC2)CC1. The catalyst is C1COCC1. The product is [CH:20]1([C:26]2[C:27]3[CH:28]=[CH:29][C:30]([C:57]([NH:72][S:69]([C:66]4([CH2:64][CH3:65])[CH2:68][CH2:67]4)(=[O:71])=[O:70])=[O:58])=[CH:31][C:32]=3[N:33]3[CH2:39][C:38]([C:40]([N:42]4[CH:43]5[CH2:49][CH2:48][CH:47]4[CH2:46][N:45]([CH3:50])[CH2:44]5)=[O:41])=[CH:37][C:36]4[CH:51]=[C:52]([O:55][CH3:56])[CH:53]=[CH:54][C:35]=4[C:34]=23)[CH2:25][CH2:24][CH2:23][CH2:22][CH2:21]1. The yield is 0.450. (3) The reactants are C([N:8]1[C:12]2[C:13](=[O:37])[N:14]([CH3:36])[CH:15]=[C:16]([C:17]3[CH:22]=[C:21]([S:23]([CH3:26])(=[O:25])=[O:24])[CH:20]=[CH:19][C:18]=3[O:27][C:28]3[CH:33]=[CH:32][C:31]([F:34])=[CH:30][C:29]=3[F:35])[C:11]=2[CH:10]=[C:9]1[C:38]([O:40][CH2:41][CH3:42])=[O:39])C1C=CC=CC=1.C1(OC)C=CC=CC=1.S(=O)(=O)(O)O.FC(F)(F)C(O)=O. No catalyst specified. The product is [F:35][C:29]1[CH:30]=[C:31]([F:34])[CH:32]=[CH:33][C:28]=1[O:27][C:18]1[CH:19]=[CH:20][C:21]([S:23]([CH3:26])(=[O:24])=[O:25])=[CH:22][C:17]=1[C:16]1[C:11]2[CH:10]=[C:9]([C:38]([O:40][CH2:41][CH3:42])=[O:39])[NH:8][C:12]=2[C:13](=[O:37])[N:14]([CH3:36])[CH:15]=1. The yield is 0.630. (4) The reactants are [H-].[Al+3].[Li+].[H-].[H-].[H-].[Cl:7][C:8]1[N:16]=[C:15]2[C:11]([CH:12]=[C:13]([C:20](OCC)=O)[N:14]2[CH2:17][C:18]#[N:19])=[CH:10][CH:9]=1.O.O.O.O.O.O.O.O.O.O.S([O-])([O-])(=O)=O.[Na+].[Na+]. The catalyst is CCOCC. The product is [Cl:7][C:8]1[CH:9]=[CH:10][C:11]2[CH:12]=[C:13]3[CH2:20][NH:19][CH2:18][CH2:17][N:14]3[C:15]=2[N:16]=1. The yield is 0.270. (5) The reactants are [Si]([O:8][CH2:9][CH2:10][N:11]([CH2:16][C:17]1[S:32][C:20]2[N:21]=[C:22](Cl)[N:23]=[C:24]([N:25]3[CH2:30][CH2:29][O:28][CH2:27][CH2:26]3)[C:19]=2[CH:18]=1)[S:12]([CH3:15])(=[O:14])=[O:13])(C(C)(C)C)(C)C.[NH2:33][C:34]1[N:39]=[CH:38][C:37](B(O)O)=[CH:36][N:35]=1. No catalyst specified. The product is [NH2:33][C:34]1[N:39]=[CH:38][C:37]([C:22]2[N:23]=[C:24]([N:25]3[CH2:26][CH2:27][O:28][CH2:29][CH2:30]3)[C:19]3[CH:18]=[C:17]([CH2:16][N:11]([CH2:10][CH2:9][OH:8])[S:12]([CH3:15])(=[O:13])=[O:14])[S:32][C:20]=3[N:21]=2)=[CH:36][N:35]=1. The yield is 0.650.